This data is from Merck oncology drug combination screen with 23,052 pairs across 39 cell lines. The task is: Regression. Given two drug SMILES strings and cell line genomic features, predict the synergy score measuring deviation from expected non-interaction effect. (1) Drug 1: O=c1[nH]cc(F)c(=O)[nH]1. Drug 2: Cn1cc(-c2cnn3c(N)c(Br)c(C4CCCNC4)nc23)cn1. Cell line: SKOV3. Synergy scores: synergy=5.56. (2) Drug 1: CCc1cnn2c(NCc3ccc[n+]([O-])c3)cc(N3CCCCC3CCO)nc12. Drug 2: Cn1cc(-c2cnn3c(N)c(Br)c(C4CCCNC4)nc23)cn1. Cell line: NCIH1650. Synergy scores: synergy=-14.6.